This data is from Catalyst prediction with 721,799 reactions and 888 catalyst types from USPTO. The task is: Predict which catalyst facilitates the given reaction. Reactant: [NH2:1][C:2]1[CH:7]=[CH:6][N:5]=[C:4]([Cl:8])[CH:3]=1.C(N(CC)CC)C.[C:16]([O:20][C:21](O[C:21]([O:20][C:16]([CH3:19])([CH3:18])[CH3:17])=[O:22])=[O:22])([CH3:19])([CH3:18])[CH3:17]. Product: [C:21]([N:5]1[CH:6]=[CH:7][C:2]([NH2:1])=[CH:3][CH:4]1[Cl:8])([O:20][C:16]([CH3:19])([CH3:18])[CH3:17])=[O:22]. The catalyst class is: 64.